Dataset: Catalyst prediction with 721,799 reactions and 888 catalyst types from USPTO. Task: Predict which catalyst facilitates the given reaction. (1) Reactant: [F:1][C:2]([F:35])([F:34])[C:3]1[CH:4]=[C:5]([CH2:13][C:14]([NH:16][C:17]2[C:18]([C:28]3[CH:33]=[CH:32][CH:31]=[CH:30][CH:29]=3)=[C:19]3[C:24](=[CH:25][CH:26]=2)[N:23]=[C:22]([CH3:27])[CH:21]=[CH:20]3)=O)[CH:6]=[C:7]([C:9]([F:12])([F:11])[F:10])[CH:8]=1. Product: [F:34][C:2]([F:1])([F:35])[C:3]1[CH:4]=[C:5]([CH2:13][CH2:14][NH:16][C:17]2[C:18]([C:28]3[CH:29]=[CH:30][CH:31]=[CH:32][CH:33]=3)=[C:19]3[C:24](=[CH:25][CH:26]=2)[N:23]=[C:22]([CH3:27])[CH:21]=[CH:20]3)[CH:6]=[C:7]([C:9]([F:10])([F:11])[F:12])[CH:8]=1. The catalyst class is: 1. (2) Reactant: [O:1]=[C:2]1[N:6]([CH:7]([CH2:11][C:12]2[CH:17]=[CH:16][CH:15]=[CH:14][CH:13]=2)[C:8]([OH:10])=[O:9])[C:5](=[S:18])[NH:4][CH2:3]1.[Br:19][C:20]1[CH:25]=[CH:24][C:23]([C:26]2[S:30][C:29]([CH:31]=O)=[CH:28][CH:27]=2)=[CH:22][CH:21]=1.N[C@H](C(O)=O)C.CO.C(Cl)Cl. Product: [Br:19][C:20]1[CH:21]=[CH:22][C:23]([C:26]2[S:30][C:29]([CH:31]=[C:3]3[C:2](=[O:1])[N:6]([CH:7]([CH2:11][C:12]4[CH:17]=[CH:16][CH:15]=[CH:14][CH:13]=4)[C:8]([OH:10])=[O:9])[C:5](=[S:18])[NH:4]3)=[CH:28][CH:27]=2)=[CH:24][CH:25]=1. The catalyst class is: 15. (3) Reactant: [NH:1](C(OC(C)(C)C)=O)[C@H:2]([C:8]([O:10]C(C)(C)C)=[O:9])[CH2:3][CH2:4][C:5](=[O:7])O.C1C=NC2N(O)N=NC=2C=1.CN(C(ON1N=NC2C=CC=NC1=2)=[N+](C)C)C.F[P-](F)(F)(F)(F)F.[CH3:56][O:57][P:58]([C:61]1[CH:66]=[CH:65][CH:64]=[C:63]([NH2:67])[CH:62]=1)(=[O:60])[O-:59]. Product: [OH:60][P:58]([C:61]1[CH:62]=[C:63]([NH:67][C:5](=[O:7])[CH2:4][CH2:3][C@@H:2]([C:8]([OH:10])=[O:9])[NH2:1])[CH:64]=[CH:65][CH:66]=1)([O:57][CH3:56])=[O:59]. The catalyst class is: 338. (4) Reactant: [Br:1]N1C(=O)CCC1=O.[Br:9][C:10]1[CH:19]=[CH:18][C:13]([C:14]([O:16][CH3:17])=[O:15])=[CH:12][C:11]=1[CH3:20].O.C(Cl)(Cl)Cl. Product: [Br:9][C:10]1[CH:19]=[CH:18][C:13]([C:14]([O:16][CH3:17])=[O:15])=[CH:12][C:11]=1[CH2:20][Br:1]. The catalyst class is: 734. (5) Reactant: [NH2:1][C:2]1[CH:7]=[CH:6][C:5]([C:8]([NH:11][C:12](=[O:14])[CH3:13])([CH3:10])[CH3:9])=[CH:4][CH:3]=1.[CH3:15][O:16][C:17]1[CH:18]=[C:19]([CH:23]=[CH:24][C:25]=1[O:26][CH3:27])[C:20](Cl)=[O:21].C(N(CC)CC)C. Product: [C:12]([NH:11][C:8]([C:5]1[CH:4]=[CH:3][C:2]([NH:1][C:20](=[O:21])[C:19]2[CH:23]=[CH:24][C:25]([O:26][CH3:27])=[C:17]([O:16][CH3:15])[CH:18]=2)=[CH:7][CH:6]=1)([CH3:10])[CH3:9])(=[O:14])[CH3:13]. The catalyst class is: 2. (6) The catalyst class is: 54. Reactant: [NH2:1][C:2]1[CH:18]=[CH:17][C:5]([O:6][C:7]2[CH:8]=[C:9]([CH:14]=[CH:15][CH:16]=2)[C:10]([O:12][CH3:13])=[O:11])=[CH:4][C:3]=1[OH:19].[N:20]#[C:21]Br. Product: [NH2:20][C:21]1[O:19][C:3]2[CH:4]=[C:5]([O:6][C:7]3[CH:8]=[C:9]([CH:14]=[CH:15][CH:16]=3)[C:10]([O:12][CH3:13])=[O:11])[CH:17]=[CH:18][C:2]=2[N:1]=1.